From a dataset of Reaction yield outcomes from USPTO patents with 853,638 reactions. Predict the reaction yield, written as a fraction of the theoretical maximum amount of product (1.0 means a 100% yield; for example, 0.34 means a 34% yield). (1) The reactants are [F:1][C:2]1[CH:3]=[CH:4][C:5]2[NH:10][C:9](=O)[CH2:8][O:7][C:6]=2[CH:12]=1.[CH3:13][Mg+].[Br-].[BH4-].[Na+].[OH-].[Na+]. The catalyst is C1COCC1. The product is [F:1][C:2]1[CH:3]=[CH:4][C:5]2[NH:10][CH:9]([CH3:13])[CH2:8][O:7][C:6]=2[CH:12]=1. The yield is 0.140. (2) The reactants are C(OC(=O)[NH:7][CH:8]([CH3:19])[C:9]([N:11]1[CH2:16][CH2:15][S:14](=[O:18])(=[O:17])[CH2:13][CH2:12]1)=[O:10])(C)(C)C.FC(F)(F)C(O)=O. The catalyst is C(Cl)Cl. The product is [NH2:7][CH:8]([CH3:19])[C:9]([N:11]1[CH2:16][CH2:15][S:14](=[O:18])(=[O:17])[CH2:13][CH2:12]1)=[O:10]. The yield is 1.00. (3) The reactants are [OH:1][C:2]1[C:3]([CH3:11])=[C:4]([CH:8]=[CH:9][CH:10]=1)[C:5]([OH:7])=[O:6].[H-].[Na+].[CH2:14](Br)[C:15]1[CH:20]=[CH:19][CH:18]=[CH:17][CH:16]=1.O. The catalyst is O1CCCC1.CN(C)C=O. The product is [CH2:14]([O:1][C:2]1[C:3]([CH3:11])=[C:4]([CH:8]=[CH:9][CH:10]=1)[C:5]([OH:7])=[O:6])[C:15]1[CH:20]=[CH:19][CH:18]=[CH:17][CH:16]=1. The yield is 0.730. (4) The reactants are [C:1]([O:5][C:6]([N:8]1[CH2:15][CH:14]2[CH:10]([CH2:11][NH:12][CH2:13]2)[CH2:9]1)=[O:7])([CH3:4])([CH3:3])[CH3:2].Cl[C:17]1[N:22]=[CH:21][CH:20]=[CH:19][N:18]=1.C(N(CC)CC)C.C(O)C. The catalyst is ClCCl. The product is [C:1]([O:5][C:6]([N:8]1[CH2:9][CH:10]2[CH:14]([CH2:13][N:12]([C:17]3[N:22]=[CH:21][CH:20]=[CH:19][N:18]=3)[CH2:11]2)[CH2:15]1)=[O:7])([CH3:4])([CH3:2])[CH3:3]. The yield is 0.600. (5) The reactants are [C:1](OC(=O)C)(=[O:3])[CH3:2].[OH:8][C:9]1[CH:18]=[C:17]([OH:19])[CH:16]=[CH:15][C:10]=1[C:11]([O:13][CH3:14])=[O:12].O. The catalyst is B(F)(F)F.CCOCC. The product is [C:1]([C:16]1[C:17]([OH:19])=[CH:18][C:9]([OH:8])=[C:10]([CH:15]=1)[C:11]([O:13][CH3:14])=[O:12])(=[O:3])[CH3:2]. The yield is 0.420. (6) The reactants are [Cl:1][C:2]1[CH:16]=[CH:15][C:5]([C:6]([NH:8][CH2:9][CH2:10][CH2:11][C:12]([OH:14])=[O:13])=[O:7])=[C:4]([OH:17])[CH:3]=1.[OH-].[Na+:19]. The product is [Cl:1][C:2]1[CH:16]=[CH:15][C:5]([C:6]([NH:8][CH2:9][CH2:10][CH2:11][C:12]([O-:14])=[O:13])=[O:7])=[C:4]([OH:17])[CH:3]=1.[Na+:19]. The yield is 0.920. The catalyst is C(O)(C)C. (7) The reactants are [CH3:1][C:2]1[O:6][N:5]=[C:4]([C:7]2[CH:12]=[CH:11][CH:10]=[CH:9][N:8]=2)[C:3]=1[CH2:13][O:14][C:15]1[CH:16]=[CH:17][C:18]([C:21]([OH:23])=O)=[N:19][CH:20]=1.Cl.Cl.[CH3:26][N:27]1[CH:31]=[C:30]([NH2:32])[CH:29]=[N:28]1. No catalyst specified. The product is [CH3:26][N:27]1[CH:31]=[C:30]([NH:32][C:21]([C:18]2[CH:17]=[CH:16][C:15]([O:14][CH2:13][C:3]3[C:4]([C:7]4[CH:12]=[CH:11][CH:10]=[CH:9][N:8]=4)=[N:5][O:6][C:2]=3[CH3:1])=[CH:20][N:19]=2)=[O:23])[CH:29]=[N:28]1. The yield is 0.900. (8) The reactants are [CH:1]1([S:4]([C:7]2[CH:12]=[CH:11][C:10](F)=[C:9]([F:14])[CH:8]=2)(=[O:6])=[O:5])[CH2:3][CH2:2]1.[NH:15]1[CH2:20][CH2:19][NH:18][CH2:17][CH2:16]1. The catalyst is CN(C)C(=O)C. The product is [CH:1]1([S:4]([C:7]2[CH:12]=[CH:11][C:10]([N:15]3[CH2:20][CH2:19][NH:18][CH2:17][CH2:16]3)=[C:9]([F:14])[CH:8]=2)(=[O:6])=[O:5])[CH2:3][CH2:2]1. The yield is 0.520.